Dataset: Forward reaction prediction with 1.9M reactions from USPTO patents (1976-2016). Task: Predict the product of the given reaction. (1) Given the reactants [F:1][C:2]1[CH:7]=[CH:6][C:5]([F:8])=[CH:4][C:3]=1[CH:9]([S:13]([C:16]1[CH:21]=[CH:20][C:19]([CH3:22])=[CH:18][CH:17]=1)(=[O:15])=[O:14])[NH:10][CH:11]=O.P(Cl)(Cl)(Cl)=O.N1C(C)=CC=CC=1C, predict the reaction product. The product is: [C:19]1([CH3:22])[CH:18]=[CH:17][C:16]([S:13]([CH:9]([N+:10]#[C-:11])[C:3]2[CH:4]=[C:5]([F:8])[CH:6]=[CH:7][C:2]=2[F:1])(=[O:15])=[O:14])=[CH:21][CH:20]=1. (2) Given the reactants F[C:2]1[CH:3]=[C:4]2[C:8](=[CH:9][CH:10]=1)[NH:7][CH:6]=[CH:5]2.O, predict the reaction product. The product is: [CH:9]1[C:8]2[NH:7][C:6]3[C:5](=[CH:3][CH:2]=[CH:10][CH:9]=3)[C:4]=2[CH:3]=[CH:2][CH:10]=1.